This data is from Reaction yield outcomes from USPTO patents with 853,638 reactions. The task is: Predict the reaction yield, written as a fraction of the theoretical maximum amount of product (1.0 means a 100% yield; for example, 0.34 means a 34% yield). (1) The reactants are [Br:1][C:2]1[C:3]2[C:4](=[CH:9][N:10]([C:12]3[C:17]([Cl:18])=[CH:16][CH:15]=[CH:14][C:13]=3[Cl:19])[N:11]=2)[CH:5]=[N+:6]([O-])[CH:7]=1.P(Br)(Br)([Br:22])=O. The catalyst is ClCCCl. The product is [Br:22][C:5]1[C:4]2=[CH:9][N:10]([C:12]3[C:17]([Cl:18])=[CH:16][CH:15]=[CH:14][C:13]=3[Cl:19])[N:11]=[C:3]2[C:2]([Br:1])=[CH:7][N:6]=1. The yield is 0.540. (2) The reactants are [CH2:1]([N:3]1[C:7]2[N:8]=[C:9]([C:18]3[CH:23]=[CH:22][C:21]([NH:24][C:25]([NH:27][C:28]4[CH:36]=[CH:35][C:31]([C:32]([OH:34])=O)=[CH:30][CH:29]=4)=[O:26])=[CH:20][CH:19]=3)[N:10]=[C:11]([N:12]3[CH2:17][CH2:16][O:15][CH2:14][CH2:13]3)[C:6]=2[N:5]=[N:4]1)[CH3:2].[N:37]1([CH2:43][CH2:44][NH2:45])[CH2:42][CH2:41][O:40][CH2:39][CH2:38]1.CCN(CC)CC.C1C=CC2N(O)N=NC=2C=1.CCN=C=NCCCN(C)C. The catalyst is C1COCC1. The product is [CH2:1]([N:3]1[C:7]2[N:8]=[C:9]([C:18]3[CH:19]=[CH:20][C:21]([NH:24][C:25]([NH:27][C:28]4[CH:29]=[CH:30][C:31]([C:32]([NH:45][CH2:44][CH2:43][N:37]5[CH2:42][CH2:41][O:40][CH2:39][CH2:38]5)=[O:34])=[CH:35][CH:36]=4)=[O:26])=[CH:22][CH:23]=3)[N:10]=[C:11]([N:12]3[CH2:17][CH2:16][O:15][CH2:14][CH2:13]3)[C:6]=2[N:5]=[N:4]1)[CH3:2]. The yield is 0.490. (3) The reactants are N([O-])=O.[Na+].N[C:6]1[CH:11]=[CH:10][C:9]([N:12]([C:17]2[C:36]([CH:37]3[CH2:39][CH2:38]3)=[CH:35][C:20]3[C:21]([C:31]([NH:33][CH3:34])=[O:32])=[C:22]([C:24]4[CH:29]=[CH:28][C:27]([F:30])=[CH:26][CH:25]=4)[O:23][C:19]=3[CH:18]=2)[S:13]([CH3:16])(=[O:15])=[O:14])=[CH:8][C:7]=1[C:40]([F:43])([F:42])[F:41].[BrH:44]. The catalyst is C(#N)C.CCOC(C)=O.O.[Cu]Br. The product is [Br:44][C:6]1[CH:11]=[CH:10][C:9]([N:12]([C:17]2[C:36]([CH:37]3[CH2:39][CH2:38]3)=[CH:35][C:20]3[C:21]([C:31]([NH:33][CH3:34])=[O:32])=[C:22]([C:24]4[CH:29]=[CH:28][C:27]([F:30])=[CH:26][CH:25]=4)[O:23][C:19]=3[CH:18]=2)[S:13]([CH3:16])(=[O:15])=[O:14])=[CH:8][C:7]=1[C:40]([F:43])([F:42])[F:41]. The yield is 0.730. (4) The reactants are [N:1]1[CH:6]=[CH:5][CH:4]=[C:3]([OH:7])[CH:2]=1.[H-].[Na+].[Cl:10][C:11]1[CH:16]=[C:15]([N+]([O-])=O)[CH:14]=[CH:13][N:12]=1. The product is [Cl:10][C:11]1[CH:16]=[C:15]([O:7][C:3]2[CH:2]=[N:1][CH:6]=[CH:5][CH:4]=2)[CH:14]=[CH:13][N:12]=1. The yield is 0.960. No catalyst specified. (5) The reactants are [CH2:1]([N:3]([CH2:19][CH3:20])[CH2:4][CH2:5][N:6]1[CH2:11][CH2:10][C:9]2[NH:12][C:13]([CH:16]=O)=[C:14]([CH3:15])[C:8]=2[C:7]1=[O:18])[CH3:2].[Cl:21][C:22]1[C:23]([F:38])=[C:24]([C:28]2[CH:36]=[CH:35][CH:34]=[C:33]3[C:29]=2[CH2:30][C:31](=[O:37])[NH:32]3)[CH:25]=[CH:26][CH:27]=1. No catalyst specified. The product is [Cl:21][C:22]1[C:23]([F:38])=[C:24]([C:28]2[CH:36]=[CH:35][CH:34]=[C:33]3[C:29]=2[C:30](=[CH:16][C:13]2[NH:12][C:9]4[CH2:10][CH2:11][N:6]([CH2:5][CH2:4][N:3]([CH2:19][CH3:20])[CH2:1][CH3:2])[C:7](=[O:18])[C:8]=4[C:14]=2[CH3:15])[C:31](=[O:37])[NH:32]3)[CH:25]=[CH:26][CH:27]=1. The yield is 0.300.